Dataset: Forward reaction prediction with 1.9M reactions from USPTO patents (1976-2016). Task: Predict the product of the given reaction. (1) Given the reactants Cl.[NH2:2][CH:3]([C:12]1[CH:13]=[CH:14][C:15](=[O:21])[N:16]([CH:18]([CH3:20])[CH3:19])[N:17]=1)[C:4](=[O:11])[C:5]1[CH:10]=[CH:9][CH:8]=[CH:7][CH:6]=1.O=C1CCC(=O)N1[O:29][C:30](=O)[CH2:31][NH:32][C:33](=[O:39])[O:34][C:35]([CH3:38])([CH3:37])[CH3:36].C(N(C(C)C)C(C)C)C, predict the reaction product. The product is: [CH:18]([N:16]1[C:15](=[O:21])[CH:14]=[CH:13][C:12]([CH:3]([NH:2][C:30](=[O:29])[CH2:31][NH:32][C:33](=[O:39])[O:34][C:35]([CH3:36])([CH3:37])[CH3:38])[C:4](=[O:11])[C:5]2[CH:6]=[CH:7][CH:8]=[CH:9][CH:10]=2)=[N:17]1)([CH3:19])[CH3:20]. (2) The product is: [F:23][C:24]1[CH:29]=[CH:28][C:27]([S:30][C:12]2[CH:13]=[C:14]3[C:19](=[CH:20][CH:21]=2)[C:18](=[O:22])[CH2:17][CH2:16][CH2:15]3)=[CH:26][CH:25]=1. Given the reactants CC1C=CC(S(O[C:12]2[CH:21]=[CH:20][C:19]3[C:18](=[O:22])[CH2:17][CH2:16][CH2:15][C:14]=3[CH:13]=2)(=O)=O)=CC=1.[F:23][C:24]1[CH:29]=[CH:28][C:27]([SH:30])=[CH:26][CH:25]=1.CCN(C(C)C)C(C)C, predict the reaction product.